Dataset: Forward reaction prediction with 1.9M reactions from USPTO patents (1976-2016). Task: Predict the product of the given reaction. (1) Given the reactants [CH3:1][O:2][C:3](=[O:22])[CH:4]([NH:14][C:15]([O:17][C:18]([CH3:21])([CH3:20])[CH3:19])=[O:16])[CH2:5][S:6][C:7]1[CH:12]=[CH:11][C:10](Br)=[CH:9][CH:8]=1.[CH:23]1[C:31]2[C:30]3[CH:32]=[CH:33][CH:34]=[CH:35][C:29]=3[O:28][C:27]=2[C:26]([C:36]2[CH:41]=[CH:40][C:39](B(O)O)=[CH:38][CH:37]=2)=[CH:25][CH:24]=1.C([O-])([O-])=O.[K+].[K+], predict the reaction product. The product is: [CH3:1][O:2][C:3](=[O:22])[CH:4]([NH:14][C:15]([O:17][C:18]([CH3:21])([CH3:20])[CH3:19])=[O:16])[CH2:5][S:6][C:7]1[CH:12]=[CH:11][C:10]([C:39]2[CH:40]=[CH:41][C:36]([C:26]3[C:27]4[O:28][C:29]5[CH:35]=[CH:34][CH:33]=[CH:32][C:30]=5[C:31]=4[CH:23]=[CH:24][CH:25]=3)=[CH:37][CH:38]=2)=[CH:9][CH:8]=1. (2) Given the reactants [C:1]([C:4]1[CH:5]=[C:6]([CH:9]=[CH:10][CH:11]=1)[C:7]#[N:8])(=[O:3])[CH3:2].[BH4-].[Na+], predict the reaction product. The product is: [OH:3][CH:1]([C:4]1[CH:5]=[C:6]([CH:9]=[CH:10][CH:11]=1)[C:7]#[N:8])[CH3:2]. (3) Given the reactants ClN1C(=O)N(Cl)C(=O)N(Cl)C1=O.[CH:13]([O:16][CH2:17][CH2:18]O)([CH3:15])[CH3:14].Cl.[NH2:21][C:22]1[N:23]=[CH:24][NH:25][C:26]=1[C:27]([NH2:29])=[O:28], predict the reaction product. The product is: [CH:13]([O:16][CH2:17][CH2:18][NH:21][C:22]1[N:23]=[CH:24][NH:25][C:26]=1[C:27]([NH2:29])=[O:28])([CH3:14])[CH3:15]. (4) Given the reactants [Cl:1][C:2]1[CH:7]=[CH:6][C:5]([C:8]2[C:12]([CH2:13][O:14][C:15]3[CH:23]=[CH:22][C:18]([C:19]([OH:21])=O)=[CH:17][N:16]=3)=[C:11]([CH2:24][OH:25])[O:10][N:9]=2)=[CH:4][CH:3]=1.[F:26][C:27]([F:31])([F:30])[CH2:28][NH2:29].O.ON1C2C=CC=CC=2N=N1.C(N(C(C)C)C(C)C)C.Cl.CN(C)CCCN=C=NCC, predict the reaction product. The product is: [Cl:1][C:2]1[CH:3]=[CH:4][C:5]([C:8]2[C:12]([CH2:13][O:14][C:15]3[CH:23]=[CH:22][C:18]([C:19]([NH:29][CH2:28][C:27]([F:31])([F:30])[F:26])=[O:21])=[CH:17][N:16]=3)=[C:11]([CH2:24][OH:25])[O:10][N:9]=2)=[CH:6][CH:7]=1. (5) Given the reactants C([Li])CCC.[Br:6][C:7]1[CH:11]=[C:10](Br)[S:9][C:8]=1[CH3:13].C([O:18][B:19](OCCCC)[O:20]CCCC)CCC, predict the reaction product. The product is: [Br:6][C:7]1[CH:11]=[C:10]([B:19]([OH:20])[OH:18])[S:9][C:8]=1[CH3:13].